Predict the reaction yield, written as a fraction of the theoretical maximum amount of product (1.0 means a 100% yield; for example, 0.34 means a 34% yield). From a dataset of Reaction yield outcomes from USPTO patents with 853,638 reactions. (1) The reactants are Br[C:2]1[CH:7]=[CH:6][C:5]([F:8])=[CH:4][C:3]=1[Cl:9].[Li]CCCC.[O:15]=[C:16]1[N:21]([C:22]([O:24][C:25]([CH3:28])([CH3:27])[CH3:26])=[O:23])[CH2:20][CH2:19][N:18]2[C:29](=[O:32])[CH2:30][CH2:31][C@@H:17]12. The catalyst is C1(C)C=CC=CC=1. The product is [Cl:9][C:3]1[CH:4]=[C:5]([F:8])[CH:6]=[CH:7][C:2]=1[C:16]([C@@H:17]1[CH2:31][CH2:30][C:29](=[O:32])[N:18]1[CH2:19][CH2:20][NH:21][C:22](=[O:23])[O:24][C:25]([CH3:27])([CH3:26])[CH3:28])=[O:15]. The yield is 0.200. (2) The reactants are Cl.[NH2:2][CH2:3][CH2:4][C:5]1[CH:13]=[CH:12][C:8]([C:9]([OH:11])=[O:10])=[CH:7][CH:6]=1.[C:14](O[C:14]([O:16][C:17]([CH3:20])([CH3:19])[CH3:18])=[O:15])([O:16][C:17]([CH3:20])([CH3:19])[CH3:18])=[O:15].O. The catalyst is C(O)(C)(C)C.[OH-].[Na+]. The product is [C:17]([O:16][C:14]([NH:2][CH2:3][CH2:4][C:5]1[CH:13]=[CH:12][C:8]([C:9]([OH:11])=[O:10])=[CH:7][CH:6]=1)=[O:15])([CH3:20])([CH3:19])[CH3:18]. The yield is 0.950.